Predict the product of the given reaction. From a dataset of Forward reaction prediction with 1.9M reactions from USPTO patents (1976-2016). (1) Given the reactants Br[C:2]1[CH:7]=[CH:6][C:5]([C@@H:8]([N:10]2[CH2:15][CH2:14][C@:13]([CH2:22][CH2:23][OH:24])([C:16]3[CH:21]=[CH:20][CH:19]=[CH:18][CH:17]=3)[O:12][C:11]2=[O:25])[CH3:9])=[CH:4][CH:3]=1.[CH3:26][C:27]1[CH:32]=[C:31](B(O)O)[CH:30]=[CH:29][N:28]=1, predict the reaction product. The product is: [OH:24][CH2:23][CH2:22][C@@:13]1([C:16]2[CH:21]=[CH:20][CH:19]=[CH:18][CH:17]=2)[O:12][C:11](=[O:25])[N:10]([C@H:8]([C:5]2[CH:6]=[CH:7][C:2]([C:31]3[CH:30]=[CH:29][N:28]=[C:27]([CH3:26])[CH:32]=3)=[CH:3][CH:4]=2)[CH3:9])[CH2:15][CH2:14]1. (2) Given the reactants [F:1][C:2]1[CH:7]=[CH:6][CH:5]=[CH:4][C:3]=1[N:8]1[C:12]([OH:13])=[CH:11][C:10]([C:14]([O:16][CH2:17][CH3:18])=[O:15])=[N:9]1.C1C=CC(N([S:26]([C:29]([F:32])([F:31])[F:30])(=[O:28])=[O:27])[S:26]([C:29]([F:32])([F:31])[F:30])(=[O:28])=[O:27])=CC=1.C(N(CC)CC)C.O, predict the reaction product. The product is: [F:1][C:2]1[CH:7]=[CH:6][CH:5]=[CH:4][C:3]=1[N:8]1[C:12]([O:13][S:26]([C:29]([F:32])([F:31])[F:30])(=[O:28])=[O:27])=[CH:11][C:10]([C:14]([O:16][CH2:17][CH3:18])=[O:15])=[N:9]1. (3) Given the reactants [Cl:1][C:2]1[CH:3]=[C:4]([N:9]=[CH:10][C:11]2[CH:16]=[C:15]([F:17])[N:14]=[C:13]([F:18])[C:12]=2[OH:19])[CH:5]=[CH:6][C:7]=1[F:8].[Si]([C:24]#[N:25])(C)(C)C.[Si](OS(C(F)(F)F)(=O)=O)(C)(C)C, predict the reaction product. The product is: [Cl:1][C:2]1[CH:3]=[C:4]([NH:9][C:10]2[C:11]3[C:12](=[C:13]([F:18])[N:14]=[C:15]([F:17])[CH:16]=3)[O:19][C:24]=2[NH2:25])[CH:5]=[CH:6][C:7]=1[F:8].